This data is from Forward reaction prediction with 1.9M reactions from USPTO patents (1976-2016). The task is: Predict the product of the given reaction. (1) Given the reactants [NH2:1][C:2]1[C:3]([C:12]([C:14]2[CH:19]=[CH:18][C:17]([O:20][CH3:21])=[CH:16][CH:15]=2)=O)=[CH:4][CH:5]=[C:6]2[C:11]=1[N:10]=[CH:9][CH:8]=[CH:7]2.[CH3:22][NH:23][S:24](Cl)(=[O:26])=[O:25].[BH4-].[Na+], predict the reaction product. The product is: [CH3:21][O:20][C:17]1[CH:18]=[CH:19][C:14]([CH:12]2[C:3]3[CH:4]=[CH:5][C:6]4[C:11](=[N:10][CH:9]=[CH:8][CH:7]=4)[C:2]=3[NH:1][S:24](=[O:26])(=[O:25])[N:23]2[CH3:22])=[CH:15][CH:16]=1. (2) Given the reactants [C:1]([Si:5]([C:20]1[CH:25]=[CH:24][CH:23]=[CH:22][CH:21]=1)([C:14]1[CH:19]=[CH:18][CH:17]=[CH:16][CH:15]=1)[O:6][CH2:7][CH2:8][CH2:9][CH2:10][C:11](O)=[O:12])([CH3:4])([CH3:3])[CH3:2].[CH2:26]([C@@H:33]1[CH2:37][O:36][C:35](=[O:38])[NH:34]1)[C:27]1[CH:32]=[CH:31][CH:30]=[CH:29][CH:28]=1.CCN=C=NCCCN(C)C.Cl, predict the reaction product. The product is: [CH2:26]([C@@H:33]1[CH2:37][O:36][C:35](=[O:38])[N:34]1[C:11](=[O:12])[CH2:10][CH2:9][CH2:8][CH2:7][O:6][Si:5]([C:1]([CH3:3])([CH3:2])[CH3:4])([C:20]1[CH:25]=[CH:24][CH:23]=[CH:22][CH:21]=1)[C:14]1[CH:15]=[CH:16][CH:17]=[CH:18][CH:19]=1)[C:27]1[CH:28]=[CH:29][CH:30]=[CH:31][CH:32]=1. (3) Given the reactants [C:1]([C:4]1[C:9]([O:10][CH2:11][CH2:12][NH:13][C:14](=[O:20])[O:15][C:16]([CH3:19])([CH3:18])[CH3:17])=[C:8]([CH:21]=[CH2:22])[C:7]([C:23]#[N:24])=[C:6]([Cl:25])[CH:5]=1)(=[O:3])[CH3:2].[BH4-].[Na+].O, predict the reaction product. The product is: [Cl:25][C:6]1[CH:5]=[C:4]([CH:1]([OH:3])[CH3:2])[C:9]([O:10][CH2:11][CH2:12][NH:13][C:14](=[O:20])[O:15][C:16]([CH3:18])([CH3:19])[CH3:17])=[C:8]([CH:21]=[CH2:22])[C:7]=1[C:23]#[N:24]. (4) Given the reactants [CH3:1][O:2][C:3]1[CH:8]=[CH:7][CH:6]=[CH:5][C:4]=1[C:9]1[C:17]2[C:12](=[N:13][CH:14]=[C:15]([C:18]3[N:23]=[CH:22][N:21]=[C:20]([C:24](=[O:30])[C:25]([N:27]([CH3:29])[CH3:28])=[O:26])[CH:19]=3)[CH:16]=2)[N:11](S(C2C=CC(C)=CC=2)(=O)=O)[CH:10]=1.[OH-].[K+], predict the reaction product. The product is: [CH3:1][O:2][C:3]1[CH:8]=[CH:7][CH:6]=[CH:5][C:4]=1[C:9]1[C:17]2[C:12](=[N:13][CH:14]=[C:15]([C:18]3[N:23]=[CH:22][N:21]=[C:20]([C:24](=[O:30])[C:25]([N:27]([CH3:29])[CH3:28])=[O:26])[CH:19]=3)[CH:16]=2)[NH:11][CH:10]=1. (5) Given the reactants [Cl:1][C:2]1[CH:70]=[CH:69][CH:68]=[CH:67][C:3]=1[O:4][P:5](=[C:7]1[C@:11]([CH2:13][C:14]([O:16][C@@H:17]2[C@@H:21]([CH2:22][O:23]C(C3C=CC=CC=3)(C3C=CC(OC)=CC=3)C3C=CC(OC)=CC=3)[O:20][C@@H:19]([N:47]3[CH:55]=[C:53]([CH3:54])[C:51](=[O:52])[NH:50][C:48]3=[O:49])[CH2:18]2)=[O:15])([OH:12])[C@@H:10]([CH2:56][OH:57])[O:9][C@H:8]1[N:58]1[CH:66]=[C:64]([CH3:65])[C:62](=[O:63])[NH:61][C:59]1=[O:60])=[O:6].C1(S(O)(=O)=O)C=CC=CC=1, predict the reaction product. The product is: [Cl:1][C:2]1[CH:70]=[CH:69][CH:68]=[CH:67][C:3]=1[O:4][P:5](=[C:7]1[C@:11]([CH2:13][C:14]([O:16][C@@H:17]2[C@@H:21]([CH2:22][OH:23])[O:20][C@@H:19]([N:47]3[CH:55]=[C:53]([CH3:54])[C:51](=[O:52])[NH:50][C:48]3=[O:49])[CH2:18]2)=[O:15])([OH:12])[C@@H:10]([CH2:56][OH:57])[O:9][C@H:8]1[N:58]1[CH:66]=[C:64]([CH3:65])[C:62](=[O:63])[NH:61][C:59]1=[O:60])=[O:6]. (6) The product is: [N:27]([C:19]1[N:18]=[CH:17][C:26]2[C:21]([CH:20]=1)=[CH:22][CH:23]=[CH:24][CH:25]=2)=[C:1]=[S:2]. Given the reactants [C:1](N1C=CC=CC1=O)(N1C=CC=CC1=O)=[S:2].[CH:17]1[C:26]2[C:21](=[CH:22][CH:23]=[CH:24][CH:25]=2)[CH:20]=[C:19]([NH2:27])[N:18]=1, predict the reaction product. (7) The product is: [NH2:8][C:5]1[C:4]([S:9]([NH2:12])(=[O:11])=[O:10])=[CH:3][C:2]([B:13]2[O:17][C:16]([CH3:19])([CH3:18])[C:15]([CH3:21])([CH3:20])[O:14]2)=[CH:7][N:6]=1. Given the reactants Br[C:2]1[CH:3]=[C:4]([S:9]([NH2:12])(=[O:11])=[O:10])[C:5]([NH2:8])=[N:6][CH:7]=1.[B:13]1([B:13]2[O:17][C:16]([CH3:19])([CH3:18])[C:15]([CH3:21])([CH3:20])[O:14]2)[O:17][C:16]([CH3:19])([CH3:18])[C:15]([CH3:21])([CH3:20])[O:14]1.C([O-])(=O)C.[K+], predict the reaction product. (8) Given the reactants [F:1][C:2]1[CH:7]=[CH:6][C:5]([N:8]2[C:12]3[CH:13]=[N:14][CH:15]=[C:16]([C:17]([NH:19][C@H:20]([C:28]4[CH:33]=[CH:32][N:31]=[C:30]([S:34]([CH3:37])(=[O:36])=[O:35])[CH:29]=4)[CH2:21][CH2:22]OS(C)(=O)=O)=[O:18])[C:11]=3[CH:10]=[N:9]2)=[CH:4][CH:3]=1.[N-:38]=[N+:39]=[N-:40].[Na+], predict the reaction product. The product is: [N:38]([CH2:22][CH2:21][C@H:20]([NH:19][C:17]([C:16]1[C:11]2[CH:10]=[N:9][N:8]([C:5]3[CH:6]=[CH:7][C:2]([F:1])=[CH:3][CH:4]=3)[C:12]=2[CH:13]=[N:14][CH:15]=1)=[O:18])[C:28]1[CH:33]=[CH:32][N:31]=[C:30]([S:34]([CH3:37])(=[O:36])=[O:35])[CH:29]=1)=[N+:39]=[N-:40]. (9) Given the reactants CC1C=CC(S([O:11][CH2:12][CH2:13][O:14][CH:15]2[CH2:20][CH2:19][N:18](C(OCC3C=CC=CC=3)=O)[CH2:17][CH2:16]2)(=O)=O)=CC=1.[O:31]1[CH2:35][CH2:34][CH:33]([CH2:36]O)[CH2:32]1, predict the reaction product. The product is: [O:31]1[CH2:35][CH2:34][CH:33]([CH2:36][O:11][CH2:12][CH2:13][O:14][CH:15]2[CH2:16][CH2:17][NH:18][CH2:19][CH2:20]2)[CH2:32]1.